From a dataset of Forward reaction prediction with 1.9M reactions from USPTO patents (1976-2016). Predict the product of the given reaction. (1) Given the reactants [CH2:1]([CH2:4][S:5]([OH:8])(=[O:7])=[O:6])[CH2:2][NH2:3].[CH3:9][N+:10]([CH3:13])([CH3:12])[CH3:11].[OH-].C[N+](C)(C)C.[C:20](OC(=O)C)(=[O:22])[CH3:21], predict the reaction product. The product is: [CH3:21][C:20]([NH:3][CH2:2][CH2:1][CH2:4][S:5]([OH:8])(=[O:7])=[O:6])=[O:22].[CH3:9][N+:10]([CH3:13])([CH3:12])[CH3:11]. (2) Given the reactants [NH2:1][CH:2]([CH2:13][NH2:14])[C:3]([NH:5][CH:6]1[CH2:11][CH2:10][CH:9]([CH3:12])[CH2:8][CH2:7]1)=[O:4].[CH3:15][CH:16]1[CH2:21][CH2:20][C:19](=O)[C:18](=O)[CH2:17]1.CC1C=CC(S([O-])(=O)=O)=CC=1.C1C=C[NH+]=CC=1, predict the reaction product. The product is: [CH3:15][CH:16]1[CH2:21][CH2:20][C:19]2[N:1]=[C:2]([C:3]([NH:5][C@H:6]3[CH2:11][CH2:10][C@H:9]([CH3:12])[CH2:8][CH2:7]3)=[O:4])[CH:13]=[N:14][C:18]=2[CH2:17]1. (3) Given the reactants Cl[C:2]1[N:7]=[C:6]([C:8]2[C:9]([CH:30]3[CH2:32][CH2:31]3)=[N:10][C:11]([N:16]3[CH2:21][CH2:20][N:19]([C:22]([CH:24]4[CH2:26][CH2:25]4)=[O:23])[C@H:18]([CH:27]4[CH2:29][CH2:28]4)[CH2:17]3)=[C:12]([CH:15]=2)[C:13]#[N:14])[CH:5]=[CH:4][N:3]=1.[NH3:33].CO, predict the reaction product. The product is: [NH2:33][C:2]1[N:7]=[C:6]([C:8]2[C:9]([CH:30]3[CH2:32][CH2:31]3)=[N:10][C:11]([N:16]3[CH2:21][CH2:20][N:19]([C:22]([CH:24]4[CH2:26][CH2:25]4)=[O:23])[C@H:18]([CH:27]4[CH2:29][CH2:28]4)[CH2:17]3)=[C:12]([CH:15]=2)[C:13]#[N:14])[CH:5]=[CH:4][N:3]=1. (4) Given the reactants [O:1]([C:8]1[CH:16]=[CH:15][CH:14]=[CH:13][C:9]=1[C:10]([OH:12])=O)[C:2]1[CH:7]=[CH:6][CH:5]=[CH:4][CH:3]=1.[CH3:17][C:18]1[CH:23]=[CH:22][C:21]([C:24]2[CH:29]=[CH:28][C:27]([CH2:30][NH:31][C:32]([C:34]3[N:35]([CH3:40])[CH:36]=[C:37]([NH2:39])[CH:38]=3)=[O:33])=[CH:26][CH:25]=2)=[CH:20][CH:19]=1.CN(C(ON1N=NC2C=CC=CC1=2)=[N+](C)C)C.[B-](F)(F)(F)F.C(N(C(C)C)C(C)C)C, predict the reaction product. The product is: [CH3:17][C:18]1[CH:19]=[CH:20][C:21]([C:24]2[CH:29]=[CH:28][C:27]([CH2:30][NH:31][C:32]([C:34]3[N:35]([CH3:40])[CH:36]=[C:37]([NH:39][C:10]([C:9]4[CH:13]=[CH:14][CH:15]=[CH:16][C:8]=4[O:1][C:2]4[CH:3]=[CH:4][CH:5]=[CH:6][CH:7]=4)=[O:12])[CH:38]=3)=[O:33])=[CH:26][CH:25]=2)=[CH:22][CH:23]=1. (5) Given the reactants BrC1C=CC(C(Cl)=O)=CC=1.[CH3:11][O:12][C:13]1[CH:14]=[C:15]2[C:20](=[CH:21][C:22]=1[O:23][CH3:24])[N:19]=[CH:18][N:17]=[C:16]2[O:25][C:26]1[CH:32]=[CH:31][C:29]([NH2:30])=[CH:28][CH:27]=1.[Br:33][C:34]1[CH:39]=[CH:38][C:37]([C:40]([N:42]=[C:43]=[S:44])=[O:41])=[CH:36][CH:35]=1, predict the reaction product. The product is: [Br:33][C:34]1[CH:35]=[CH:36][C:37]([C:40]([N:42]=[C:43]=[S:44])=[O:41])=[CH:38][CH:39]=1.[Br:33][C:34]1[CH:39]=[CH:38][C:37]([C:40]([NH:42][C:43]([NH:30][C:29]2[CH:31]=[CH:32][C:26]([O:25][C:16]3[C:15]4[C:20](=[CH:21][C:22]([O:23][CH3:24])=[C:13]([O:12][CH3:11])[CH:14]=4)[N:19]=[CH:18][N:17]=3)=[CH:27][CH:28]=2)=[S:44])=[O:41])=[CH:36][CH:35]=1.